Dataset: Peptide-MHC class I binding affinity with 185,985 pairs from IEDB/IMGT. Task: Regression. Given a peptide amino acid sequence and an MHC pseudo amino acid sequence, predict their binding affinity value. This is MHC class I binding data. (1) The peptide sequence is DAEFVMCLEA. The MHC is HLA-A02:06 with pseudo-sequence HLA-A02:06. The binding affinity (normalized) is 0.127. (2) The peptide sequence is GPSDTPIL. The MHC is HLA-B35:01 with pseudo-sequence HLA-B35:01. The binding affinity (normalized) is 0. (3) The peptide sequence is LICYQIEYI. The MHC is HLA-B46:01 with pseudo-sequence HLA-B46:01. The binding affinity (normalized) is 0.0847. (4) The peptide sequence is EGGVGWRHW. The MHC is HLA-A03:01 with pseudo-sequence HLA-A03:01. The binding affinity (normalized) is 0. (5) The peptide sequence is RKLGWWLKL. The MHC is HLA-A31:01 with pseudo-sequence HLA-A31:01. The binding affinity (normalized) is 0.0847. (6) The peptide sequence is SAAAYFVGY. The MHC is HLA-A68:01 with pseudo-sequence HLA-A68:01. The binding affinity (normalized) is 0.569. (7) The binding affinity (normalized) is 0.0847. The MHC is HLA-B40:01 with pseudo-sequence HLA-B40:01. The peptide sequence is QVFKGVVIR.